Task: Predict the product of the given reaction.. Dataset: Forward reaction prediction with 1.9M reactions from USPTO patents (1976-2016) Given the reactants [F:1][C:2]([F:6])([F:5])[CH2:3][OH:4].CC(C)([O-])C.[K+].Br[C:14]1[CH:19]=[C:18]([Cl:20])[N:17]=[N:16][C:15]=1[NH2:21], predict the reaction product. The product is: [Cl:20][C:18]1[N:17]=[N:16][C:15]([NH2:21])=[C:14]([O:4][CH2:3][C:2]([F:6])([F:5])[F:1])[CH:19]=1.